From a dataset of Peptide-MHC class II binding affinity with 134,281 pairs from IEDB. Regression. Given a peptide amino acid sequence and an MHC pseudo amino acid sequence, predict their binding affinity value. This is MHC class II binding data. (1) The binding affinity (normalized) is 0.118. The peptide sequence is KRWIILGLNKIVRMYSPTSI. The MHC is HLA-DQA10201-DQB10202 with pseudo-sequence HLA-DQA10201-DQB10202. (2) The peptide sequence is GEPGIAGFKGEQGAK. The MHC is H-2-IAq with pseudo-sequence H-2-IAq. The binding affinity (normalized) is 0.277. (3) The peptide sequence is RTLIGQEKYTDYLTV. The MHC is HLA-DQA10601-DQB10402 with pseudo-sequence HLA-DQA10601-DQB10402. The binding affinity (normalized) is 0.280. (4) The peptide sequence is AAATAMTTVYGAFAA. The MHC is HLA-DQA10501-DQB10301 with pseudo-sequence HLA-DQA10501-DQB10301. The binding affinity (normalized) is 0.603. (5) The peptide sequence is EYKYFAATQFEPLAA. The MHC is HLA-DQA10401-DQB10402 with pseudo-sequence HLA-DQA10401-DQB10402. The binding affinity (normalized) is 0.603.